This data is from NCI-60 drug combinations with 297,098 pairs across 59 cell lines. The task is: Regression. Given two drug SMILES strings and cell line genomic features, predict the synergy score measuring deviation from expected non-interaction effect. (1) Drug 1: CC1=CC=C(C=C1)C2=CC(=NN2C3=CC=C(C=C3)S(=O)(=O)N)C(F)(F)F. Drug 2: C1CC(=O)NC(=O)C1N2C(=O)C3=CC=CC=C3C2=O. Cell line: HOP-62. Synergy scores: CSS=8.14, Synergy_ZIP=-0.511, Synergy_Bliss=1.12, Synergy_Loewe=0.193, Synergy_HSA=0.206. (2) Synergy scores: CSS=28.6, Synergy_ZIP=-5.41, Synergy_Bliss=-2.47, Synergy_Loewe=-1.42, Synergy_HSA=1.27. Cell line: NCI-H522. Drug 2: C1CN(CCN1C(=O)CCBr)C(=O)CCBr. Drug 1: C1CN1P(=S)(N2CC2)N3CC3.